From a dataset of Forward reaction prediction with 1.9M reactions from USPTO patents (1976-2016). Predict the product of the given reaction. The product is: [CH2:1]([O:8][C:9]1[C:10]([C:20]([O:22][CH3:24])=[O:21])=[C:11]([CH3:19])[C:12]([O:15][CH:16]([CH3:18])[CH3:17])=[N:13][CH:14]=1)[C:2]1[CH:3]=[CH:4][CH:5]=[CH:6][CH:7]=1. Given the reactants [CH2:1]([O:8][C:9]1[C:10]([C:20]([OH:22])=[O:21])=[C:11]([CH3:19])[C:12]([O:15][CH:16]([CH3:18])[CH3:17])=[N:13][CH:14]=1)[C:2]1[CH:7]=[CH:6][CH:5]=[CH:4][CH:3]=1.[Si](C=[N+]=[N-])(C)(C)[CH3:24], predict the reaction product.